This data is from Catalyst prediction with 721,799 reactions and 888 catalyst types from USPTO. The task is: Predict which catalyst facilitates the given reaction. (1) Reactant: [CH3:1][C:2]1[N:7]=[C:6]([OH:8])[CH:5]=[C:4]([CH3:9])[N:3]=1.Br[CH2:11][C:12]([O:14][CH3:15])=[O:13].C(=O)([O-])[O-].[Cs+].[Cs+]. Product: [CH3:1][C:2]1[N:7]=[C:6]([O:8][CH2:11][C:12]([O:14][CH3:15])=[O:13])[CH:5]=[C:4]([CH3:9])[N:3]=1. The catalyst class is: 10. (2) Reactant: BrC[CH2:3][CH2:4][C@:5]1([C:17]([O:19][CH3:20])=[O:18])[CH2:9][CH2:8][CH2:7][N:6]1[C:10](OC(C)(C)C)=O.Cl. Product: [C:5]12([C:17]([O:19][CH3:20])=[O:18])[CH2:4][CH2:3][CH2:10][N:6]1[CH2:7][CH2:8][CH2:9]2. The catalyst class is: 13. (3) Reactant: [CH3:1][O:2][C:3]1[CH:8]=[CH:7][CH:6]=[CH:5][C:4]=1[C:9]1[N:13]=[C:12]([C:14]2[CH:19]=[CH:18][C:17]([N:20]3[CH2:25][CH2:24][O:23][CH2:22][CH2:21]3)=[C:16]([N+:26]([O-])=O)[CH:15]=2)[O:11][N:10]=1. Product: [CH3:1][O:2][C:3]1[CH:8]=[CH:7][CH:6]=[CH:5][C:4]=1[C:9]1[N:13]=[C:12]([C:14]2[CH:19]=[CH:18][C:17]([N:20]3[CH2:25][CH2:24][O:23][CH2:22][CH2:21]3)=[C:16]([CH:15]=2)[NH2:26])[O:11][N:10]=1. The catalyst class is: 14. (4) Reactant: [C:1](O)(=O)[CH3:2].C(O[C:9](=O)[CH3:10])(=O)C.[C:12]([CH2:15][CH2:16][CH2:17][CH2:18][CH2:19][N+:20]1[C:28]2[C:23](=[CH:24][C:25]([S:29]([O-:32])(=[O:31])=[O:30])=[CH:26][CH:27]=2)[C:22]([CH3:41])([CH2:33][CH2:34][CH2:35][CH2:36][S:37]([OH:40])(=[O:39])=[O:38])[C:21]=1[CH3:42])([OH:14])=[O:13]. Product: [C:12]([CH2:15][CH2:16][CH2:17][CH2:18][CH2:19][N:20]1[C:28]2[C:23](=[CH:24][C:25]([S:29]([OH:32])(=[O:31])=[O:30])=[CH:26][CH:27]=2)[C:22]([CH3:41])([CH2:33][CH2:34][CH2:35][CH2:36][S:37]([OH:40])(=[O:38])=[O:39])/[C:21]/1=[CH:42]\[CH:15]=[CH:16]\[CH:17]=[CH:18]\[C:19]1[C:9]([CH3:10])([CH2:33][CH2:34][CH2:35][CH2:36][S:37]([OH:40])(=[O:39])=[O:38])[C:27]2[C:28](=[CH:23][CH:24]=[C:25]([S:29]([O-:32])(=[O:31])=[O:30])[CH:26]=2)[N+:20]=1[CH2:1][CH3:2])([OH:14])=[O:13]. The catalyst class is: 17. (5) Reactant: [CH3:1][O:2][C:3](=[O:16])[C@@H:4]([NH:8][C:9]([O:11][C:12]([CH3:15])([CH3:14])[CH3:13])=[O:10])[CH2:5][CH2:6][OH:7].[C:17]1(O)[CH:22]=[CH:21][CH:20]=[CH:19][CH:18]=1.C1(P(C2C=CC=CC=2)C2C=CC=CC=2)C=CC=CC=1.N(C(OC(C)C)=O)=NC(OC(C)C)=O. Product: [CH3:1][O:2][C:3](=[O:16])[C@@H:4]([NH:8][C:9]([O:11][C:12]([CH3:13])([CH3:15])[CH3:14])=[O:10])[CH2:5][CH2:6][O:7][C:17]1[CH:22]=[CH:21][CH:20]=[CH:19][CH:18]=1. The catalyst class is: 1. (6) Reactant: [CH3:1][O:2][C:3]1[CH:4]=[C:5]([CH:8]=[CH:9][CH:10]=1)[CH:6]=O.[N+:11]([CH3:14])([O-:13])=[O:12].[OH-].[Na+]. Product: [CH3:1][O:2][C:3]1[CH:10]=[CH:9][CH:8]=[C:5]([CH:6]=[CH:14][N+:11]([O-:13])=[O:12])[CH:4]=1. The catalyst class is: 8. (7) Reactant: [O-:1][Mn](=O)(=O)=O.[K+].[F:7][C:8]([F:17])([F:16])[C:9]1[NH:13][N:12]=C(C)[C:10]=1[Cl:15].C[C:19]([OH:22])([CH3:21])C. Product: [Cl:15][C:10]1[C:21]([C:19]([OH:22])=[O:1])=[N:12][NH:13][C:9]=1[C:8]([F:17])([F:16])[F:7]. The catalyst class is: 6.